Dataset: Catalyst prediction with 721,799 reactions and 888 catalyst types from USPTO. Task: Predict which catalyst facilitates the given reaction. (1) Product: [C:1]([O:5][C:6]([C:8]1[CH:13]=[CH:12][C:11]([O:14][C:15]2[CH:16]=[CH:17][C:18]([NH:21][C:29]([O:28][C:25]([CH3:27])([CH3:26])[CH3:24])=[O:30])=[CH:19][CH:20]=2)=[CH:10][N:9]=1)=[O:7])([CH3:4])([CH3:2])[CH3:3]. Reactant: [C:1]([O:5][C:6]([C:8]1[CH:13]=[CH:12][C:11]([O:14][C:15]2[CH:20]=[CH:19][C:18]([NH2:21])=[CH:17][CH:16]=2)=[CH:10][N:9]=1)=[O:7])([CH3:4])([CH3:3])[CH3:2].[OH-].[Na+].[CH3:24][C:25]([O:28][C:29](O[C:29]([O:28][C:25]([CH3:27])([CH3:26])[CH3:24])=[O:30])=[O:30])([CH3:27])[CH3:26]. The catalyst class is: 1. (2) Reactant: [Br:1][C:2]1[C:7]([CH:8]=O)=[C:6]([F:10])[C:5]([N:11]=[N:12][N:13]2[CH2:17][CH2:16][CH2:15][CH2:14]2)=[C:4]([F:18])[CH:3]=1.C1(P(=[CH:38][C:39]([O:41][CH2:42][CH3:43])=[O:40])(C2C=CC=CC=2)C2C=CC=CC=2)C=CC=CC=1. Product: [CH2:42]([O:41][C:39](=[O:40])[CH:38]=[CH:8][C:7]1[C:2]([Br:1])=[CH:3][C:4]([F:18])=[C:5]([N:11]=[N:12][N:13]2[CH2:17][CH2:16][CH2:15][CH2:14]2)[C:6]=1[F:10])[CH3:43]. The catalyst class is: 1. (3) Reactant: [NH2:1][C:2]1[N:7]=[C:6]([N:8]2[CH2:13][CH2:12][CH2:11][C@@H:10]([C:14]([N:16]3[CH2:20][CH2:19][CH2:18][CH2:17]3)=[O:15])[CH2:9]2)[CH:5]=[CH:4][C:3]=1[N+:21]([O-])=O.[CH:24]1([C:27]2[N:32]=[C:31]([CH:33]=O)[CH:30]=[CH:29][CH:28]=2)[CH2:26][CH2:25]1.S(S([O-])=O)([O-])=O.[Na+].[Na+].O. Product: [CH:24]1([C:27]2[N:32]=[C:31]([C:33]3[NH:1][C:2]4=[N:7][C:6]([N:8]5[CH2:13][CH2:12][CH2:11][C@@H:10]([C:14]([N:16]6[CH2:20][CH2:19][CH2:18][CH2:17]6)=[O:15])[CH2:9]5)=[CH:5][CH:4]=[C:3]4[N:21]=3)[CH:30]=[CH:29][CH:28]=2)[CH2:26][CH2:25]1. The catalyst class is: 8. (4) Reactant: [CH2:1]([S:3]([C:6]1[CH:7]=[C:8]([C:12]2[CH:20]=[C:19]([C:21]([NH:23][CH:24]3[CH2:29][CH2:28][N:27]([CH3:30])[CH2:26][CH2:25]3)=[O:22])[C:18]([CH3:31])=[C:17]3[C:13]=2[C:14]2[CH:35]=[C:34]([CH3:36])[CH:33]=[N:32][C:15]=2[NH:16]3)[CH:9]=[CH:10][CH:11]=1)(=[O:5])=[O:4])[CH3:2].[ClH:37]. Product: [CH2:1]([S:3]([C:6]1[CH:7]=[C:8]([C:12]2[CH:20]=[C:19]([C:21]([NH:23][CH:24]3[CH2:25][CH2:26][N:27]([CH3:30])[CH2:28][CH2:29]3)=[O:22])[C:18]([CH3:31])=[C:17]3[C:13]=2[C:14]2[CH:35]=[C:34]([CH3:36])[CH:33]=[N:32][C:15]=2[NH:16]3)[CH:9]=[CH:10][CH:11]=1)(=[O:4])=[O:5])[CH3:2].[ClH:37].[CH2:1]([S:3]([C:6]1[CH:7]=[C:8]([C:12]2[CH:20]=[C:19]([C:21]([NH:23][CH:24]3[CH2:25][CH2:26][N:27]([CH3:30])[CH2:28][CH2:29]3)=[O:22])[C:18]([CH3:31])=[C:17]3[C:13]=2[C:14]2[CH:35]=[C:34]([CH3:36])[CH:33]=[N:32][C:15]=2[NH:16]3)[CH:9]=[CH:10][CH:11]=1)(=[O:4])=[O:5])[CH3:2]. The catalyst class is: 47. (5) Reactant: [O:1]=[S:2]1(=[O:25])[N:7]([CH:8]2[CH2:13][CH2:12][N:11](CC3C=CC=CC=3)[CH2:10][CH2:9]2)[CH2:6][C:5]2[CH:21]=[CH:22][CH:23]=[CH:24][C:4]=2[NH:3]1. Product: [O:25]=[S:2]1(=[O:1])[N:7]([CH:8]2[CH2:9][CH2:10][NH:11][CH2:12][CH2:13]2)[CH2:6][C:5]2[CH:21]=[CH:22][CH:23]=[CH:24][C:4]=2[NH:3]1. The catalyst class is: 45. (6) Reactant: [CH3:1][O:2][C:3]1[CH:8]=[CH:7][C:6]([C:9]2[C:10](=[O:19])[NH:11][C:12]3([CH2:18][CH2:17][CH2:16][CH2:15][CH2:14]3)[CH:13]=2)=[CH:5][CH:4]=1. Product: [CH3:1][O:2][C:3]1[CH:4]=[CH:5][C:6]([CH:9]2[CH2:13][C:12]3([CH2:18][CH2:17][CH2:16][CH2:15][CH2:14]3)[NH:11][C:10]2=[O:19])=[CH:7][CH:8]=1. The catalyst class is: 19. (7) Reactant: [CH3:1][O:2][C:3]1[CH:21]=[CH:20][C:6]([CH2:7][N:8]2[C:17]3[C:12](=[CH:13][CH:14]=[CH:15][CH:16]=3)[CH2:11][CH:10]([CH3:18])[C:9]2=[O:19])=[CH:5][CH:4]=1.[Li+].[CH3:23][Si]([N-][Si](C)(C)C)(C)C.[CH2:32](Br)[CH:33]=C. Product: [CH2:18]([C:10]1([CH3:23])[CH2:11][C:12]2[C:17](=[CH:16][CH:15]=[CH:14][CH:13]=2)[N:8]([CH2:7][C:6]2[CH:5]=[CH:4][C:3]([O:2][CH3:1])=[CH:21][CH:20]=2)[C:9]1=[O:19])[CH:32]=[CH2:33]. The catalyst class is: 1.